The task is: Predict the product of the given reaction.. This data is from Forward reaction prediction with 1.9M reactions from USPTO patents (1976-2016). (1) Given the reactants Cl[C:2]1[C:7]([Cl:8])=[CH:6][N:5]=[C:4]([NH2:9])[CH:3]=1.[NH:10]1[CH2:15][CH2:14][O:13][CH2:12][CH2:11]1, predict the reaction product. The product is: [Cl:8][C:7]1[C:2]([N:10]2[CH2:15][CH2:14][O:13][CH2:12][CH2:11]2)=[CH:3][C:4]([NH2:9])=[N:5][CH:6]=1. (2) Given the reactants FC(F)(F)C(O)=O.FC(F)(F)C(O)=O.[CH3:15][N:16]1[C:21]2[N:22]=[C:23]([N:27]3[CH2:32][CH2:31][NH:30][CH2:29][CH2:28]3)[NH:24][C:25](=[O:26])[C:20]=2[CH2:19][CH2:18][CH2:17]1.[C:33]([C:36]1[N:41]=[CH:40][CH:39]=[CH:38][N:37]=1)(=O)[CH3:34].CN(C=O)C.C([BH3-])#N.[Na+], predict the reaction product. The product is: [CH3:15][N:16]1[C:21]2[N:22]=[C:23]([N:27]3[CH2:32][CH2:31][N:30]([CH:33]([C:36]4[N:41]=[CH:40][CH:39]=[CH:38][N:37]=4)[CH3:34])[CH2:29][CH2:28]3)[NH:24][C:25](=[O:26])[C:20]=2[CH2:19][CH2:18][CH2:17]1.